From a dataset of NCI-60 drug combinations with 297,098 pairs across 59 cell lines. Regression. Given two drug SMILES strings and cell line genomic features, predict the synergy score measuring deviation from expected non-interaction effect. (1) Drug 1: CC=C1C(=O)NC(C(=O)OC2CC(=O)NC(C(=O)NC(CSSCCC=C2)C(=O)N1)C(C)C)C(C)C. Drug 2: CC1C(C(CC(O1)OC2CC(CC3=C2C(=C4C(=C3O)C(=O)C5=C(C4=O)C(=CC=C5)OC)O)(C(=O)CO)O)N)O.Cl. Cell line: SNB-75. Synergy scores: CSS=59.7, Synergy_ZIP=-0.968, Synergy_Bliss=-0.323, Synergy_Loewe=-5.07, Synergy_HSA=3.78. (2) Synergy scores: CSS=77.7, Synergy_ZIP=-0.645, Synergy_Bliss=-4.13, Synergy_Loewe=8.25, Synergy_HSA=5.00. Cell line: A498. Drug 1: C1=CC(=CC=C1CCC2=CNC3=C2C(=O)NC(=N3)N)C(=O)NC(CCC(=O)O)C(=O)O. Drug 2: CC1C(C(CC(O1)OC2CC(CC3=C2C(=C4C(=C3O)C(=O)C5=CC=CC=C5C4=O)O)(C(=O)C)O)N)O. (3) Drug 1: C1=CC(=C2C(=C1NCCNCCO)C(=O)C3=C(C=CC(=C3C2=O)O)O)NCCNCCO. Drug 2: B(C(CC(C)C)NC(=O)C(CC1=CC=CC=C1)NC(=O)C2=NC=CN=C2)(O)O. Cell line: PC-3. Synergy scores: CSS=8.44, Synergy_ZIP=-3.72, Synergy_Bliss=-5.87, Synergy_Loewe=-5.20, Synergy_HSA=-4.68. (4) Drug 1: CC12CCC3C(C1CCC2=O)CC(=C)C4=CC(=O)C=CC34C. Drug 2: C1=CN(C(=O)N=C1N)C2C(C(C(O2)CO)O)O.Cl. Cell line: RPMI-8226. Synergy scores: CSS=43.6, Synergy_ZIP=-0.158, Synergy_Bliss=3.04, Synergy_Loewe=1.98, Synergy_HSA=3.33.